Dataset: Full USPTO retrosynthesis dataset with 1.9M reactions from patents (1976-2016). Task: Predict the reactants needed to synthesize the given product. (1) The reactants are: [CH3:1][O:2][C:3]1[CH:4]=[C:5]2[C:10](=[CH:11][C:12]=1[O:13][CH3:14])[N:9]=[CH:8][N:7]=[C:6]2[O:15][C:16]1[CH:22]=[CH:21][C:19]([NH2:20])=[CH:18][CH:17]=1.ClC(Cl)(O[C:27](=[O:33])[O:28][C:29](Cl)(Cl)Cl)Cl.[O:35]1[CH2:40][CH2:39][N:38]([CH2:41]CO)[CH2:37][CH2:36]1.C(=O)(O)[O-].[Na+]. Given the product [CH3:1][O:2][C:3]1[CH:4]=[C:5]2[C:10](=[CH:11][C:12]=1[O:13][CH3:14])[N:9]=[CH:8][N:7]=[C:6]2[O:15][C:16]1[CH:22]=[CH:21][C:19]([NH:20][C:27](=[O:33])[O:28][CH2:29][CH2:41][N:38]2[CH2:39][CH2:40][O:35][CH2:36][CH2:37]2)=[CH:18][CH:17]=1, predict the reactants needed to synthesize it. (2) Given the product [C:1]1([CH3:11])[CH:6]=[CH:5][C:4]([S:7]([O:17][CH:13]([CH2:14][CH:15]=[CH2:16])[CH3:12])(=[O:9])=[O:8])=[CH:3][CH:2]=1, predict the reactants needed to synthesize it. The reactants are: [C:1]1([CH3:11])[CH:6]=[CH:5][C:4]([S:7](Cl)(=[O:9])=[O:8])=[CH:3][CH:2]=1.[CH3:12][CH:13]([OH:17])[CH2:14][CH:15]=[CH2:16].Cl. (3) Given the product [CH3:1][O:2][C:5]1[C:10]([N+:11]([O-:13])=[O:12])=[CH:9][CH:8]=[CH:7][N:6]=1, predict the reactants needed to synthesize it. The reactants are: [CH3:1][O-:2].[Na+].Cl[C:5]1[C:10]([N+:11]([O-:13])=[O:12])=[CH:9][CH:8]=[CH:7][N:6]=1. (4) Given the product [C:2]([C:3]1[S:21][N:7]([C:8]2[CH:13]=[CH:12][C:11]([CH3:14])=[CH:10][CH:9]=2)[C:5](=[O:6])[CH:4]=1)(=[O:1])[C:15]1[CH:20]=[CH:19][CH:18]=[CH:17][CH:16]=1, predict the reactants needed to synthesize it. The reactants are: [O:1]=[C:2]([C:15]1[CH:20]=[CH:19][CH:18]=[CH:17][CH:16]=1)[CH2:3][CH2:4][C:5]([NH:7][C:8]1[CH:13]=[CH:12][C:11]([CH3:14])=[CH:10][CH:9]=1)=[O:6].[S:21](Cl)(Cl)=O. (5) Given the product [F:1][C:2]1[CH:3]=[C:4]([N:24]2[CH2:25][CH2:26][CH:27]([C:30]([NH2:31])=[N:32][OH:33])[CH2:28][CH2:29]2)[CH:5]=[CH:6][C:7]=1[CH2:8][N:9]1[C@@H:14]([CH3:15])[CH2:13][CH2:12][C@H:11]([C:16]2[CH:21]=[CH:20][CH:19]=[CH:18][CH:17]=2)[S:10]1(=[O:23])=[O:22], predict the reactants needed to synthesize it. The reactants are: [F:1][C:2]1[CH:3]=[C:4]([N:24]2[CH2:29][CH2:28][CH:27]([C:30]#[N:31])[CH2:26][CH2:25]2)[CH:5]=[CH:6][C:7]=1[CH2:8][N:9]1[C@@H:14]([CH3:15])[CH2:13][CH2:12][CH:11]([C:16]2[CH:21]=[CH:20][CH:19]=[CH:18][CH:17]=2)[S:10]1(=[O:23])=[O:22].[NH2:32][OH:33].